This data is from Catalyst prediction with 721,799 reactions and 888 catalyst types from USPTO. The task is: Predict which catalyst facilitates the given reaction. (1) Reactant: [C:1]1([C:26]2[CH:31]=[CH:30][CH:29]=[CH:28][CH:27]=2)[CH:6]=[CH:5][C:4]([C:7]2[N:12]=[C:11]3[CH:13]=[C:14](Cl)[N:15]([CH2:16][O:17][CH2:18][CH2:19][Si:20]([CH3:23])([CH3:22])[CH3:21])[C:10]3=[CH:9][C:8]=2[Cl:25])=[CH:3][CH:2]=1.[Li]C(C)(C)C.CON(C)[C:40](=[O:47])[CH2:41][CH2:42][C:43]([O:45][CH3:46])=[O:44]. Product: [C:1]1([C:26]2[CH:31]=[CH:30][CH:29]=[CH:28][CH:27]=2)[CH:2]=[CH:3][C:4]([C:7]2[N:12]=[C:11]3[CH:13]=[C:14]([C:40](=[O:47])[CH2:41][CH2:42][C:43]([O:45][CH3:46])=[O:44])[N:15]([CH2:16][O:17][CH2:18][CH2:19][Si:20]([CH3:23])([CH3:21])[CH3:22])[C:10]3=[CH:9][C:8]=2[Cl:25])=[CH:5][CH:6]=1. The catalyst class is: 7. (2) Reactant: [C:1]([C:5]1[CH:38]=[CH:37][C:8]([C:9]([C:11]2[O:15][N:14]=[C:13]([C:16]3[CH:24]=[CH:23][C:19]([C:20](O)=[O:21])=[CH:18][CH:17]=3)[C:12]=2[C:25]2[CH:30]=[CH:29][C:28]([CH:31]3[CH2:36][CH2:35][CH2:34][CH2:33][CH2:32]3)=[CH:27][CH:26]=2)=[O:10])=[CH:7][CH:6]=1)([CH3:4])([CH3:3])[CH3:2].C1C=NC2N(O)N=NC=2C=1.CCN=C=NCCCN(C)C.Cl.[CH3:61][O:62][C:63](=[O:67])[CH2:64][CH2:65][NH2:66].CCN(C(C)C)C(C)C. Product: [CH3:61][O:62][C:63](=[O:67])[CH2:64][CH2:65][NH:66][C:20](=[O:21])[C:19]1[CH:23]=[CH:24][C:16]([C:13]2[C:12]([C:25]3[CH:30]=[CH:29][C:28]([CH:31]4[CH2:32][CH2:33][CH2:34][CH2:35][CH2:36]4)=[CH:27][CH:26]=3)=[C:11]([C:9](=[O:10])[C:8]3[CH:7]=[CH:6][C:5]([C:1]([CH3:2])([CH3:3])[CH3:4])=[CH:38][CH:37]=3)[O:15][N:14]=2)=[CH:17][CH:18]=1. The catalyst class is: 39.